This data is from Forward reaction prediction with 1.9M reactions from USPTO patents (1976-2016). The task is: Predict the product of the given reaction. (1) Given the reactants [H-].[H-].[H-].[H-].[Li+].[Al+3].[O:7]1[C:11]2[CH:12]=[CH:13][C:14]([C:16]3[C:17]([CH2:25][O:26][C:27]4[C:32]([F:33])=[CH:31][C:30]([CH2:34][CH2:35][C:36](OCC)=[O:37])=[CH:29][C:28]=4[F:41])=[C:18]([C:21]([F:24])([F:23])[F:22])[S:19][CH:20]=3)=[CH:15][C:10]=2[O:9][CH2:8]1, predict the reaction product. The product is: [O:7]1[C:11]2[CH:12]=[CH:13][C:14]([C:16]3[C:17]([CH2:25][O:26][C:27]4[C:32]([F:33])=[CH:31][C:30]([CH2:34][CH2:35][CH2:36][OH:37])=[CH:29][C:28]=4[F:41])=[C:18]([C:21]([F:24])([F:22])[F:23])[S:19][CH:20]=3)=[CH:15][C:10]=2[O:9][CH2:8]1. (2) Given the reactants C([O-])([O-])=O.[K+].[K+].Br[CH2:8][C:9]#[CH:10].[Cl:11][C:12]1[CH:17]=[CH:16][C:15]([C:18]2[CH:19]=[CH:20][C:21]([C:24]#[C:25][C:26]3[CH:27]=[C:28]4[C:32](=[CH:33][CH:34]=3)[N:31]([CH2:35][CH2:36][NH:37][CH2:38][CH:39]3[CH2:41][CH2:40]3)[CH:30]=[CH:29]4)=[N:22][CH:23]=2)=[CH:14][CH:13]=1, predict the reaction product. The product is: [Cl:11][C:12]1[CH:13]=[CH:14][C:15]([C:18]2[CH:19]=[CH:20][C:21]([C:24]#[C:25][C:26]3[CH:27]=[C:28]4[C:32](=[CH:33][CH:34]=3)[N:31]([CH2:35][CH2:36][N:37]([CH2:38][CH:39]3[CH2:40][CH2:41]3)[CH2:10][C:9]#[CH:8])[CH:30]=[CH:29]4)=[N:22][CH:23]=2)=[CH:16][CH:17]=1. (3) Given the reactants [NH2:1][C@H:2]1[CH2:7][CH2:6][N:5]([C:8]([O:10][CH2:11][C:12]2[CH:17]=[CH:16][CH:15]=[CH:14][CH:13]=2)=[O:9])[CH2:4][C@H:3]1[OH:18].[O:19]1[C:28]2[CH:27]=[C:26]([CH:29]=O)[N:25]=[CH:24][C:23]=2[O:22][CH2:21][CH2:20]1.C(O[BH-](OC(=O)C)OC(=O)C)(=O)C.[Na+], predict the reaction product. The product is: [O:19]1[C:28]2[CH:27]=[C:26]([CH2:29][NH:1][C@H:2]3[CH2:7][CH2:6][N:5]([C:8]([O:10][CH2:11][C:12]4[CH:13]=[CH:14][CH:15]=[CH:16][CH:17]=4)=[O:9])[CH2:4][C@H:3]3[OH:18])[N:25]=[CH:24][C:23]=2[O:22][CH2:21][CH2:20]1. (4) Given the reactants C([O:3][C:4](=O)[CH2:5][CH2:6][CH2:7][C@H:8]1[CH2:13][CH2:12][C@H:11]([N:14]([C:16]([O:18][C:19]([CH3:22])([CH3:21])[CH3:20])=[O:17])[CH3:15])[CH2:10][CH2:9]1)C.[H-].[H-].[H-].[H-].[Li+].[Al+3], predict the reaction product. The product is: [C:19]([O:18][C:16](=[O:17])[N:14]([C@H:11]1[CH2:10][CH2:9][C@H:8]([CH2:7][CH2:6][CH2:5][CH2:4][OH:3])[CH2:13][CH2:12]1)[CH3:15])([CH3:20])([CH3:22])[CH3:21]. (5) Given the reactants C([O:4][C@@H:5]1[C@@H:10]([O:11]C(=O)C)[C@H:9]([O:15]C(=O)C)[C@@H:8]([S:19][CH3:20])[O:7][C@H:6]1[C:21]1[CH:26]=[CH:25][C:24]([CH3:27])=[C:23]([CH2:28][C:29]2[CH:34]=[CH:33][C:32]([O:35][CH2:36][CH2:37][NH2:38])=[CH:31][CH:30]=2)[CH:22]=1)(=O)C.[N+]([O-])(O)=O.CC1C=C(C)[N:46]([C:50](=N)[NH2:51])N=1.CCN(C(C)C)C(C)C.C([O-])=O, predict the reaction product. The product is: [CH3:27][C:24]1[CH:25]=[CH:26][C:21]([C@H:6]2[C@H:5]([OH:4])[C@@H:10]([OH:11])[C@H:9]([OH:15])[C@@H:8]([S:19][CH3:20])[O:7]2)=[CH:22][C:23]=1[CH2:28][C:29]1[CH:30]=[CH:31][C:32]([O:35][CH2:36][CH2:37][NH:38][C:50]([NH2:51])=[NH:46])=[CH:33][CH:34]=1.